Dataset: Forward reaction prediction with 1.9M reactions from USPTO patents (1976-2016). Task: Predict the product of the given reaction. (1) Given the reactants [CH2:1]([NH2:4])[CH2:2][NH2:3].CC1C(Br)=C(O)C(Br)=CC=1C1(C2C=C(Br)C(O)=C(Br)C=2C)OS(=O)(=O)C2C=CC=CC1=2.CS(O)(=O)=O.[CH:41]1[CH:46]=[CH:45][C:44]([CH2:47][O:48][C:49](Cl)=[O:50])=[CH:43][CH:42]=1.C(O[K])(C)=O, predict the reaction product. The product is: [NH2:3][CH2:2][CH2:1][NH:4][C:49](=[O:50])[O:48][CH2:47][C:44]1[CH:45]=[CH:46][CH:41]=[CH:42][CH:43]=1. (2) Given the reactants [NH2:1][CH2:2][CH2:3][CH2:4][C@@H:5]([CH2:9][C:10]1[N:11]=[CH:12][N:13]2[C:22]3[C:17](=[CH:18][CH:19]=[CH:20][CH:21]=3)[CH2:16][CH2:15][C:14]=12)[C:6]([OH:8])=[O:7].[C:23](=O)([O:34][CH2:35][C:36]1[O:37][C:38](=[O:47])[O:39][C:40]=1[C:41]1[CH:46]=[CH:45][CH:44]=[CH:43][CH:42]=1)[O:24]C1C=CC([N+]([O-])=O)=CC=1, predict the reaction product. The product is: [CH:12]1[N:13]2[C:22]3[C:17]([CH2:16][CH2:15][C:14]2=[C:10]([CH2:9][C@H:5]([CH2:4][CH2:3][CH2:2][NH:1][C:23]([O:34][CH2:35][C:36]2[O:37][C:38](=[O:47])[O:39][C:40]=2[C:41]2[CH:42]=[CH:43][CH:44]=[CH:45][CH:46]=2)=[O:24])[C:6]([OH:8])=[O:7])[N:11]=1)=[CH:18][CH:19]=[CH:20][CH:21]=3. (3) Given the reactants [C:1]([CH2:3][C:4]([N:6]1[CH2:10][CH2:9][CH2:8][C@@H:7]1[CH2:11][N:12]1[C:16]2[CH:17]=[CH:18][C:19]([C:21]([NH:23][CH2:24][C:25]([CH3:28])([CH3:27])[CH3:26])=[O:22])=[CH:20][C:15]=2[N:14]=[C:13]1[NH:29][C:30]([C:32]1[S:33][C:34]([CH:37]([F:39])[F:38])=[CH:35][CH:36]=1)=[O:31])=[O:5])#[N:2].N1CCCC1.[CH3:45][CH:46]([CH3:49])[CH:47]=O.C[Si](Cl)(C)C, predict the reaction product. The product is: [C:1]([C:3](=[CH:45][CH:46]([CH3:49])[CH3:47])[C:4]([N:6]1[CH2:10][CH2:9][CH2:8][CH:7]1[CH2:11][N:12]1[C:16]2[CH:17]=[CH:18][C:19]([C:21]([NH:23][CH2:24][C:25]([CH3:28])([CH3:27])[CH3:26])=[O:22])=[CH:20][C:15]=2[N:14]=[C:13]1[NH:29][C:30]([C:32]1[S:33][C:34]([CH:37]([F:39])[F:38])=[CH:35][CH:36]=1)=[O:31])=[O:5])#[N:2]. (4) Given the reactants [NH2:1][C:2]1[C:7]([S:8]([N:11]2[CH2:15][CH2:14][C:13]([NH:17]C(=O)OC(C)(C)C)([CH3:16])[CH2:12]2)(=[O:10])=[O:9])=[CH:6][C:5](Br)=[CH:4][N:3]=1.[CH2:26]([C@@H:28]1[CH2:37][C:36]2[N:35]=[C:34]([CH3:38])[N:33]=[C:32]([N:39]3[CH2:45][C:44]4[CH:46]=[C:47](B(O)O)[CH:48]=[CH:49][C:43]=4[O:42][CH2:41][CH2:40]3)[C:31]=2[CH2:30][CH2:29]1)[CH3:27], predict the reaction product. The product is: [NH2:17][C:13]1([CH3:16])[CH2:14][CH2:15][N:11]([S:8]([C:7]2[C:2]([NH2:1])=[N:3][CH:4]=[C:5]([C:47]3[CH:48]=[CH:49][C:43]4[O:42][CH2:41][CH2:40][N:39]([C:32]5[C:31]6[CH2:30][CH2:29][C@H:28]([CH2:26][CH3:27])[CH2:37][C:36]=6[N:35]=[C:34]([CH3:38])[N:33]=5)[CH2:45][C:44]=4[CH:46]=3)[CH:6]=2)(=[O:9])=[O:10])[CH2:12]1. (5) Given the reactants [CH2:1]([O:3][C:4](=[O:17])/[CH:5]=[CH:6]/[C:7]1[CH:12]=[C:11]([O:13][CH3:14])[C:10]([Cl:15])=[CH:9][C:8]=1[NH2:16])[CH3:2].[CH3:18][S:19](Cl)(=[O:21])=[O:20], predict the reaction product. The product is: [CH2:1]([O:3][C:4](=[O:17])/[CH:5]=[CH:6]/[C:7]1[CH:12]=[C:11]([O:13][CH3:14])[C:10]([Cl:15])=[CH:9][C:8]=1[NH:16][S:19]([CH3:18])(=[O:21])=[O:20])[CH3:2]. (6) Given the reactants [Na+].[P:2]([O:6]C[C@@H](O)[C@@H](O)[C@H](O)[C@@H](O)C=O)([O-:5])([O-:4])=[O:3].[Na+].Cl.C(N=C=NCCCN(C)C)C.O[N:32]1[C:36](=O)[CH2:35][CH2:34][C:33]1=O.C(NCC)C, predict the reaction product. The product is: [P:2]([O-:6])([O-:5])([O-:4])=[O:3].[CH2:33]([NH:32][CH2:36][CH3:35])[CH3:34]. (7) Given the reactants [NH:1]1[CH2:4][CH:3]([OH:5])[CH2:2]1.C(N(CC)CC)C.[C:13](O[C:13]([O:15][C:16]([CH3:19])([CH3:18])[CH3:17])=[O:14])([O:15][C:16]([CH3:19])([CH3:18])[CH3:17])=[O:14], predict the reaction product. The product is: [C:16]([O:15][C:13]([N:1]1[CH2:4][CH:3]([OH:5])[CH2:2]1)=[O:14])([CH3:19])([CH3:18])[CH3:17].